From a dataset of Peptide-MHC class II binding affinity with 134,281 pairs from IEDB. Regression. Given a peptide amino acid sequence and an MHC pseudo amino acid sequence, predict their binding affinity value. This is MHC class II binding data. (1) The peptide sequence is LKAEAQMSIQLINKA. The MHC is DRB1_0901 with pseudo-sequence DRB1_0901. The binding affinity (normalized) is 0.611. (2) The peptide sequence is MDYFIRMWNQAALAM. The MHC is DRB1_0401 with pseudo-sequence DRB1_0401. The binding affinity (normalized) is 0.867. (3) The peptide sequence is EWVAMTKGEG. The MHC is DRB1_1101 with pseudo-sequence DRB1_1101. The binding affinity (normalized) is 0.296. (4) The peptide sequence is LGTFDTVQIIKLLPF. The MHC is DRB1_0701 with pseudo-sequence DRB1_0701. The binding affinity (normalized) is 0.612. (5) The peptide sequence is EAYRMRFAAVITRVI. The MHC is DRB1_1501 with pseudo-sequence DRB1_1501. The binding affinity (normalized) is 0.588.